This data is from Full USPTO retrosynthesis dataset with 1.9M reactions from patents (1976-2016). The task is: Predict the reactants needed to synthesize the given product. (1) Given the product [CH:1]1([CH2:7][C:8]2[N:9]=[N:10][N:11]([C@@H:13]3[C@H:17]4[O:18][CH2:19][C@H:20]([NH:21][C:27]([C:23]5[S:22][CH:26]=[CH:25][CH:24]=5)=[O:28])[C@H:16]4[O:15][CH2:14]3)[CH:12]=2)[CH2:2][CH2:3][CH2:4][CH2:5][CH2:6]1, predict the reactants needed to synthesize it. The reactants are: [CH:1]1([CH2:7][C:8]2[N:9]=[N:10][N:11]([C@@H:13]3[C@H:17]4[O:18][CH2:19][C@H:20]([NH2:21])[C@H:16]4[O:15][CH2:14]3)[CH:12]=2)[CH2:6][CH2:5][CH2:4][CH2:3][CH2:2]1.[S:22]1[CH:26]=[CH:25][CH:24]=[C:23]1[C:27](O)=[O:28]. (2) Given the product [CH2:12]1[C:13]2[C:18](=[CH:17][CH:16]=[CH:15][CH:14]=2)[CH2:19][CH:20]([C:21]([O:23][CH3:29])=[O:22])[N:11]1[C:9]([O:8][CH2:1][C:2]1[CH:7]=[CH:6][CH:5]=[CH:4][CH:3]=1)=[O:10], predict the reactants needed to synthesize it. The reactants are: [CH2:1]([O:8][C:9]([N:11]1[CH:20]([C:21]([OH:23])=[O:22])[CH2:19][C:18]2[C:13](=[CH:14][CH:15]=[CH:16][CH:17]=2)[CH2:12]1)=[O:10])[C:2]1[CH:7]=[CH:6][CH:5]=[CH:4][CH:3]=1.S(=O)(=O)(O)O.[CH3:29]O. (3) Given the product [CH3:2][C:3]1[CH:8]=[C:7]([C:9]2[O:13][N:12]=[C:11]([C:14]3[CH:15]=[CH:16][C:17]([CH:20]([NH:22][C@H:34]([C:35]([O:37][CH3:38])=[O:36])[CH3:39])[CH3:21])=[CH:18][CH:19]=3)[N:10]=2)[CH:6]=[CH:5][C:4]=1[C:23]1[CH:28]=[CH:27][CH:26]=[CH:25][C:24]=1[C:29]([F:32])([F:31])[F:30].[CH3:2][C:3]1[CH:8]=[C:7]([C:9]2[O:13][N:12]=[C:11]([C:14]3[CH:15]=[CH:16][C:17]([C@@H:20]([NH:22][C@@H:34]([C:35]([O:37][CH3:38])=[O:36])[CH3:39])[CH3:21])=[CH:18][CH:19]=3)[N:10]=2)[CH:6]=[CH:5][C:4]=1[C:23]1[CH:28]=[CH:27][CH:26]=[CH:25][C:24]=1[C:29]([F:32])([F:31])[F:30].[CH3:2][C:3]1[CH:8]=[C:7]([C:9]2[O:13][N:12]=[C:11]([C:14]3[CH:15]=[CH:16][C:17]([C@H:20]([NH:22][C@H:34]([C:35]([O:37][CH3:38])=[O:36])[CH3:39])[CH3:21])=[CH:18][CH:19]=3)[N:10]=2)[CH:6]=[CH:5][C:4]=1[C:23]1[CH:28]=[CH:27][CH:26]=[CH:25][C:24]=1[C:29]([F:32])([F:31])[F:30].[CH3:2][C:3]1[CH:8]=[C:7]([C:9]2[O:13][N:12]=[C:11]([C:14]3[CH:15]=[CH:16][C:17]([C@H:20]([NH:22][C@@H:34]([C:35]([O:37][CH3:38])=[O:36])[CH3:39])[CH3:21])=[CH:18][CH:19]=3)[N:10]=2)[CH:6]=[CH:5][C:4]=1[C:23]1[CH:28]=[CH:27][CH:26]=[CH:25][C:24]=1[C:29]([F:32])([F:31])[F:30], predict the reactants needed to synthesize it. The reactants are: Cl.[CH3:2][C:3]1[CH:8]=[C:7]([C:9]2[O:13][N:12]=[C:11]([C:14]3[CH:19]=[CH:18][C:17]([CH:20]([NH2:22])[CH3:21])=[CH:16][CH:15]=3)[N:10]=2)[CH:6]=[CH:5][C:4]=1[C:23]1[CH:28]=[CH:27][CH:26]=[CH:25][C:24]=1[C:29]([F:32])([F:31])[F:30].Br[CH:34]([CH3:39])[C:35]([O:37][CH3:38])=[O:36]. (4) Given the product [CH3:31][S:32]([N:16]1[CH2:15][CH2:14][CH:13]([C:10]2[CH:11]=[CH:12][C:7]([N:6]3[CH2:5][C@H:4]([CH2:20][NH:21][C:22](=[O:24])[CH3:23])[O:3][C:2]3=[O:1])=[CH:8][C:9]=2[F:19])[CH2:18][CH2:17]1)(=[O:34])=[O:33], predict the reactants needed to synthesize it. The reactants are: [O:1]=[C:2]1[N:6]([C:7]2[CH:12]=[CH:11][C:10]([CH:13]3[CH2:18][CH2:17][NH:16][CH2:15][CH2:14]3)=[C:9]([F:19])[CH:8]=2)[CH2:5][C@H:4]([CH2:20][NH:21][C:22](=[O:24])[CH3:23])[O:3]1.N1C=CC=CC=1.[CH3:31][S:32](Cl)(=[O:34])=[O:33].